This data is from CYP2C19 inhibition data for predicting drug metabolism from PubChem BioAssay. The task is: Regression/Classification. Given a drug SMILES string, predict its absorption, distribution, metabolism, or excretion properties. Task type varies by dataset: regression for continuous measurements (e.g., permeability, clearance, half-life) or binary classification for categorical outcomes (e.g., BBB penetration, CYP inhibition). Dataset: cyp2c19_veith. (1) The molecule is CC(C)CN1CCC2(CC1)CCN(C(=O)c1cccc(F)c1)CC2. The result is 0 (non-inhibitor). (2) The compound is Cc1cc([N+](=O)[O-])nn1CC(=O)NNC(=S)Nc1ccc(F)cc1. The result is 0 (non-inhibitor). (3) The compound is CC(C)NC(=O)N1CC2(CCN(C(=O)c3cccn3C)CC2)C1. The result is 0 (non-inhibitor). (4) The drug is CCCCC1(C)OC(=O)C(=Cc2ccc(N(CC)CC)cc2)C(=O)O1. The result is 1 (inhibitor). (5) The compound is CCCCN(CC)C(=O)Cc1ccccc1OC. The result is 1 (inhibitor).